Task: Regression. Given two drug SMILES strings and cell line genomic features, predict the synergy score measuring deviation from expected non-interaction effect.. Dataset: NCI-60 drug combinations with 297,098 pairs across 59 cell lines (1) Cell line: HCT116. Synergy scores: CSS=6.74, Synergy_ZIP=9.74, Synergy_Bliss=12.2, Synergy_Loewe=7.68, Synergy_HSA=7.60. Drug 2: C(CN)CNCCSP(=O)(O)O. Drug 1: CN1C2=C(C=C(C=C2)N(CCCl)CCCl)N=C1CCCC(=O)O.Cl. (2) Drug 1: C1CCC(C1)C(CC#N)N2C=C(C=N2)C3=C4C=CNC4=NC=N3. Drug 2: CN(C)C1=NC(=NC(=N1)N(C)C)N(C)C. Cell line: MCF7. Synergy scores: CSS=-7.34, Synergy_ZIP=0.810, Synergy_Bliss=-3.11, Synergy_Loewe=-9.30, Synergy_HSA=-6.55.